Task: Predict the reactants needed to synthesize the given product.. Dataset: Full USPTO retrosynthesis dataset with 1.9M reactions from patents (1976-2016) (1) Given the product [N:4]1[CH:5]=[CH:6][CH:7]=[C:2]([C:1]([O:9][CH2:55][Cl:54])=[O:8])[CH:3]=1, predict the reactants needed to synthesize it. The reactants are: [C:1]([OH:9])(=[O:8])[C:2]1[CH:7]=[CH:6][CH:5]=[N:4][CH:3]=1.C(=O)(O)[O-].[Na+].S([O-])([O-])(=O)=O.C([N+](CCCC)(CCCC)CCCC)CCC.C([N+](CCCC)(CCCC)CCCC)CCC.[Cl:54][CH2:55]S(Cl)(=O)=O. (2) Given the product [C:37]1([CH:43]([C:44]2[CH:45]=[CH:46][CH:47]=[CH:48][CH:49]=2)[N:2]2[CH2:7][CH2:6][CH:5]([CH2:8][CH2:9][CH2:10][CH2:11][OH:12])[CH2:4][CH2:3]2)[CH:42]=[CH:41][CH:40]=[CH:39][CH:38]=1, predict the reactants needed to synthesize it. The reactants are: Cl.[NH:2]1[CH2:7][CH2:6][CH:5]([CH2:8][CH2:9][CH2:10][CH2:11][OH:12])[CH2:4][CH2:3]1.S(C1C=CC(C)=CC=1)([O-])(=O)=O.[NH+]1C=CC=CC=1.Cl.C(=O)([O-])[O-].[K+].[K+].[C:37]1([CH:43](Br)[C:44]2[CH:49]=[CH:48][CH:47]=[CH:46][CH:45]=2)[CH:42]=[CH:41][CH:40]=[CH:39][CH:38]=1. (3) Given the product [Br:1][C:2]1[CH:7]=[CH:6][C:5]([C@@H:8]([N:10]2[CH2:15][CH2:14][C@:13]([CH2:22][C:23]([OH:24])([CH3:25])[CH3:26])([C:16]3[CH:17]=[CH:18][CH:19]=[CH:20][CH:21]=3)[NH:12][C:11]2=[O:27])[CH3:9])=[CH:4][CH:3]=1, predict the reactants needed to synthesize it. The reactants are: [Br:1][C:2]1[CH:7]=[CH:6][C:5]([C@@H:8]([N:10]2[CH2:15][CH2:14][C@:13]([CH2:22][C:23]3([CH3:26])[CH2:25][O:24]3)([C:16]3[CH:21]=[CH:20][CH:19]=[CH:18][CH:17]=3)[NH:12][C:11]2=[O:27])[CH3:9])=[CH:4][CH:3]=1.[Li+].[B-](CC)(CC)CC.OO.